From a dataset of Full USPTO retrosynthesis dataset with 1.9M reactions from patents (1976-2016). Predict the reactants needed to synthesize the given product. (1) Given the product [C:2]([O:6][C:7]([NH:9][C@H:10]1[C@H:15]([C:16]([O:18][CH3:19])=[O:17])[CH2:14][CH2:13][CH2:12][CH2:11]1)=[O:8])([CH3:5])([CH3:4])[CH3:3], predict the reactants needed to synthesize it. The reactants are: [Na].[C:2]([O:6][C:7]([NH:9][C@H:10]1[C@@H:15]([C:16]([O:18][CH3:19])=[O:17])[CH2:14][CH2:13][CH2:12][CH2:11]1)=[O:8])([CH3:5])([CH3:4])[CH3:3].C[O-].[Na+].[Cl-].[NH4+]. (2) Given the product [Br:1][C:2]1[CH:3]=[CH:4][CH:5]=[C:6]2[C:11]=1[N:10]=[C:9]([C:21]1[C:22]([CH3:26])=[CH:23][CH:24]=[CH:25][C:20]=1[CH3:19])[CH:8]=[N:7]2, predict the reactants needed to synthesize it. The reactants are: [Br:1][C:2]1[CH:3]=[CH:4][CH:5]=[C:6]2[C:11]=1[N:10]=[C:9](Cl)[CH:8]=[N:7]2.C([O-])([O-])=O.[Na+].[Na+].[CH3:19][C:20]1[CH:25]=[CH:24][CH:23]=[C:22]([CH3:26])[C:21]=1B(O)O. (3) Given the product [Cl:26][C:11]1[CH:10]=[C:9]([Cl:27])[CH:8]=[C:7]2[C:12]=1[C:13]([O:15][CH2:16][C:17](=[O:25])[NH:18][C:19]1[CH:20]=[CH:21][CH:22]=[CH:23][CH:24]=1)=[CH:14][C:5]([C:3]([OH:4])=[O:2])=[CH:6]2, predict the reactants needed to synthesize it. The reactants are: C[O:2][C:3]([C:5]1[CH:14]=[C:13]([O:15][CH2:16][C:17](=[O:25])[NH:18][C:19]2[CH:24]=[CH:23][CH:22]=[CH:21][CH:20]=2)[C:12]2[C:7](=[CH:8][C:9]([Cl:27])=[CH:10][C:11]=2[Cl:26])[CH:6]=1)=[O:4].[Li+].[OH-]. (4) Given the product [CH3:1][O:2][C:3]1[CH:4]=[CH:5][C:6]([C:9]2([CH2:14][NH:15][C:35]([C:33]3[NH:32][C:29]4=[CH:30][N:31]=[C:26]([Cl:25])[CH:27]=[C:28]4[CH:34]=3)=[O:36])[O:10][CH2:11][CH2:12][O:13]2)=[CH:7][CH:8]=1, predict the reactants needed to synthesize it. The reactants are: [CH3:1][O:2][C:3]1[CH:8]=[CH:7][C:6]([C:9]2([CH2:14][NH2:15])[O:13][CH2:12][CH2:11][O:10]2)=[CH:5][CH:4]=1.CCN(C(C)C)C(C)C.[Cl:25][C:26]1[CH:27]=[C:28]2[CH:34]=[C:33]([C:35](O)=[O:36])[NH:32][C:29]2=[CH:30][N:31]=1.C1C=CC2N(O)N=NC=2C=1.CCN=C=NCCCN(C)C. (5) Given the product [Cl:1][C:2]1[CH:11]=[CH:10][CH:9]=[C:8]2[C:3]=1[CH:4]=[C:5]([CH:19]([N:50]1[C:46](=[O:56])[C:47]3[C:48](=[CH:52][CH:53]=[CH:54][CH:55]=3)[C:49]1=[O:51])[CH3:20])[C:6]([C:12]1[CH:17]=[CH:16][CH:15]=[C:14]([F:18])[CH:13]=1)=[N:7]2, predict the reactants needed to synthesize it. The reactants are: [Cl:1][C:2]1[CH:11]=[CH:10][CH:9]=[C:8]2[C:3]=1[CH:4]=[C:5]([CH:19](O)[CH3:20])[C:6]([C:12]1[CH:17]=[CH:16][CH:15]=[C:14]([F:18])[CH:13]=1)=[N:7]2.O1CCCC1.C1(P(C2C=CC=CC=2)C2C=CC=CC=2)C=CC=CC=1.[C:46]1(=[O:56])[NH:50][C:49](=[O:51])[C:48]2=[CH:52][CH:53]=[CH:54][CH:55]=[C:47]12.N(C(OC(C)C)=O)=NC(OC(C)C)=O. (6) Given the product [C:1]([O:5][C:6]([N:8]1[C:16]2[C:11](=[CH:12][CH:13]=[C:14]([OH:17])[CH:15]=2)[C:10]([CH:35]2[CH2:36][CH2:37]2)=[N:9]1)=[O:7])([CH3:4])([CH3:2])[CH3:3], predict the reactants needed to synthesize it. The reactants are: [C:1]([O:5][C:6]([N:8]1[C:16]2[C:11](=[CH:12][CH:13]=[C:14]([O:17][Si](C(C)(C)C)(C3C=CC=CC=3)C3C=CC=CC=3)[CH:15]=2)[C:10]([CH:35]2[CH2:37][CH2:36]2)=[N:9]1)=[O:7])([CH3:4])([CH3:3])[CH3:2].CCCC[N+](CCCC)(CCCC)CCCC.[F-].C1COCC1.O. (7) Given the product [Cl:42][C:28]1[CH:27]=[C:26]([NH:25][C:23]2[C:24]3[N:16]([CH2:15][CH2:14][O:13][CH2:12][CH2:11][OH:10])[CH:17]=[CH:18][C:19]=3[N:20]=[CH:21][N:22]=2)[CH:41]=[CH:40][C:29]=1[O:30][C:31]1[CH:32]=[C:33]([CH:37]=[CH:38][CH:39]=1)[C:34]([NH:46][CH:43]1[CH2:45][CH2:44]1)=[O:36], predict the reactants needed to synthesize it. The reactants are: Cl.C([O:10][CH2:11][CH2:12][O:13][CH2:14][CH2:15][N:16]1[C:24]2[C:23]([NH:25][C:26]3[CH:41]=[CH:40][C:29]([O:30][C:31]4[CH:32]=[C:33]([CH:37]=[CH:38][CH:39]=4)[C:34]([OH:36])=O)=[C:28]([Cl:42])[CH:27]=3)=[N:22][CH:21]=[N:20][C:19]=2[CH:18]=[CH:17]1)(=O)C1C=CC=CC=1.[CH:43]1([NH2:46])[CH2:45][CH2:44]1.Cl.C(N=C=NCCCN(C)C)C.ON1C2C=CC=CC=2N=N1.[OH-].[Na+].